This data is from Full USPTO retrosynthesis dataset with 1.9M reactions from patents (1976-2016). The task is: Predict the reactants needed to synthesize the given product. (1) Given the product [F:17][C:18]1[CH:25]=[C:24]([F:26])[CH:23]=[CH:22][C:19]=1[CH2:20][NH:21][C:9]1[CH:10]=[CH:11][N:6]([CH2:5][C:4]2[CH:14]=[CH:15][CH:16]=[C:2]([F:1])[CH:3]=2)[C:7](=[O:13])[CH:8]=1, predict the reactants needed to synthesize it. The reactants are: [F:1][C:2]1[CH:3]=[C:4]([CH:14]=[CH:15][CH:16]=1)[CH2:5][N:6]1[CH:11]=[CH:10][C:9](O)=[CH:8][C:7]1=[O:13].[F:17][C:18]1[CH:25]=[C:24]([F:26])[CH:23]=[CH:22][C:19]=1[CH2:20][NH2:21]. (2) Given the product [C:34]([O:38][C:39](=[O:47])[N:40]([CH3:46])[CH:41]1[CH2:45][CH2:44][N:43]([C:2]2[CH:7]=[CH:6][N:5]=[C:4]([C:8]3[CH:12]=[CH:11][S:10][CH:9]=3)[CH:3]=2)[CH2:42]1)([CH3:37])([CH3:36])[CH3:35], predict the reactants needed to synthesize it. The reactants are: Cl[C:2]1[CH:7]=[CH:6][N:5]=[C:4]([C:8]2[CH:12]=[CH:11][S:10][CH:9]=2)[CH:3]=1.C(P(C(C)(C)C)C1C=CC=CC=1C1C=CC=CC=1)(C)(C)C.[C:34]([O:38][C:39](=[O:47])[N:40]([CH3:46])[CH:41]1[CH2:45][CH2:44][NH:43][CH2:42]1)([CH3:37])([CH3:36])[CH3:35].CC([O-])(C)C.[Na+]. (3) Given the product [F:1][C:2]1([F:33])[O:6][C:5]2[CH:7]=[CH:8][C:9]([C:11]3([C:14]([NH:16][C:17]4[CH:22]=[CH:21][C:20]([CH3:23])=[C:19]([C:35]5[CH:36]=[CH:37][C:38]6[S:42](=[O:44])(=[O:43])[NH:41][C:40](=[O:45])[C:39]=6[CH:46]=5)[CH:18]=4)=[O:15])[CH2:13][CH2:12]3)=[CH:10][C:4]=2[O:3]1, predict the reactants needed to synthesize it. The reactants are: [F:1][C:2]1([F:33])[O:6][C:5]2[CH:7]=[CH:8][C:9]([C:11]3([C:14]([NH:16][C:17]4[CH:22]=[CH:21][C:20]([CH3:23])=[C:19](B5OC(C)(C)C(C)(C)O5)[CH:18]=4)=[O:15])[CH2:13][CH2:12]3)=[CH:10][C:4]=2[O:3]1.Br[C:35]1[CH:36]=[CH:37][C:38]2[S:42](=[O:44])(=[O:43])[NH:41][C:40](=[O:45])[C:39]=2[CH:46]=1.C([O-])([O-])=O.[Na+].[Na+].